From a dataset of Peptide-MHC class I binding affinity with 185,985 pairs from IEDB/IMGT. Regression. Given a peptide amino acid sequence and an MHC pseudo amino acid sequence, predict their binding affinity value. This is MHC class I binding data. (1) The peptide sequence is TTIFFRADK. The MHC is HLA-B46:01 with pseudo-sequence HLA-B46:01. The binding affinity (normalized) is 0.0847. (2) The peptide sequence is ISKKAKGWF. The MHC is HLA-A26:01 with pseudo-sequence HLA-A26:01. The binding affinity (normalized) is 0. (3) The peptide sequence is IRHVYHNLK. The MHC is HLA-A30:01 with pseudo-sequence HLA-A30:01. The binding affinity (normalized) is 0.723.